Dataset: Forward reaction prediction with 1.9M reactions from USPTO patents (1976-2016). Task: Predict the product of the given reaction. (1) Given the reactants C(N(CC)CC)C.Cl.C(N=C=NCCCN(C)C)C.Cl.[CH3:21][O:22][C:23]1[CH:24]=[C:25]2[C:30](=[C:31]3[CH2:35][C:34]([CH3:37])([CH3:36])[O:33][C:32]=13)[C:29]([C:38]1[CH:39]=[C:40]([CH:44]=[CH:45][CH:46]=1)[C:41]([OH:43])=O)=[N:28][C:27]([CH3:48])([CH3:47])[CH2:26]2.O.ON1C2C=CC=CC=2N=N1.Cl.[NH2:61][C:62]([CH3:69])([CH3:68])[C:63]([O:65][CH2:66][CH3:67])=[O:64], predict the reaction product. The product is: [CH2:66]([O:65][C:63](=[O:64])[C:62]([CH3:69])([CH3:68])[NH:61][C:41](=[O:43])[C:40]1[CH:44]=[CH:45][CH:46]=[C:38]([C:29]2[C:30]3[C:25](=[CH:24][C:23]([O:22][CH3:21])=[C:32]4[O:33][C:34]([CH3:36])([CH3:37])[CH2:35][C:31]4=3)[CH2:26][C:27]([CH3:47])([CH3:48])[N:28]=2)[CH:39]=1)[CH3:67]. (2) Given the reactants [CH3:1][C:2]1[N:3]([C:11]2[CH:16]=[CH:15][CH:14]=[CH:13][CH:12]=2)[C:4]([CH3:10])=[C:5]([C:7]([O-:9])=O)[N:6]=1.[Li+].Cl.Cl.[NH2:20][CH2:21][CH:22]([OH:38])[CH2:23][N:24]1[CH2:29][CH2:28][N:27]([C:30]2[CH:35]=[CH:34][CH:33]=[C:32]([Cl:36])[C:31]=2[Cl:37])[CH2:26][CH2:25]1.CCN=C=NCCCN(C)C.C1C=CC2N(O)N=NC=2C=1.CN1CCOCC1, predict the reaction product. The product is: [Cl:37][C:31]1[C:32]([Cl:36])=[CH:33][CH:34]=[CH:35][C:30]=1[N:27]1[CH2:28][CH2:29][N:24]([CH2:23][CH:22]([OH:38])[CH2:21][NH:20][C:7]([C:5]2[N:6]=[C:2]([CH3:1])[N:3]([C:11]3[CH:16]=[CH:15][CH:14]=[CH:13][CH:12]=3)[C:4]=2[CH3:10])=[O:9])[CH2:25][CH2:26]1. (3) Given the reactants [CH2:1]([NH:3][C:4]([NH:6][C:7]1[S:8][C:9]2[C:15]([CH:16]=O)=[CH:14][C:13]([C:18]3[CH:19]=[N:20][C:21]([N:24]4[CH2:29][CH2:28][C:27]([CH3:35])([C:30]([O:32][CH2:33][CH3:34])=[O:31])[CH2:26][CH2:25]4)=[N:22][CH:23]=3)=[CH:12][C:10]=2[N:11]=1)=[O:5])[CH3:2].[CH3:36][NH2:37].[BH4-].[Na+], predict the reaction product. The product is: [CH2:1]([NH:3][C:4]([NH:6][C:7]1[S:8][C:9]2[C:15]([CH2:16][NH:37][CH3:36])=[CH:14][C:13]([C:18]3[CH:19]=[N:20][C:21]([N:24]4[CH2:29][CH2:28][C:27]([CH3:35])([C:30]([O:32][CH2:33][CH3:34])=[O:31])[CH2:26][CH2:25]4)=[N:22][CH:23]=3)=[CH:12][C:10]=2[N:11]=1)=[O:5])[CH3:2]. (4) Given the reactants [Si]([O:8][CH:9]([CH2:20][O:21][C:22]1[CH:27]=[C:26]([C:28]2[CH:33]=[C:32]([N:34]3[CH2:39][CH2:38][O:37][CH2:36][CH2:35]3)[N:31]3[N:40]=[CH:41][C:42]([CH:43]([CH3:45])[CH3:44])=[C:30]3[N:29]=2)[CH:25]=[C:24]([CH:46]2[CH2:48][CH2:47]2)[CH:23]=1)[CH2:10][N:11](C)[C:12](=O)OC(C)(C)C)(C(C)(C)C)(C)C.Cl.C(O)=O, predict the reaction product. The product is: [CH:46]1([C:24]2[CH:23]=[C:22]([CH:27]=[C:26]([C:28]3[CH:33]=[C:32]([N:34]4[CH2:39][CH2:38][O:37][CH2:36][CH2:35]4)[N:31]4[N:40]=[CH:41][C:42]([CH:43]([CH3:45])[CH3:44])=[C:30]4[N:29]=3)[CH:25]=2)[O:21][CH2:20][CH:9]([OH:8])[CH2:10][NH:11][CH3:12])[CH2:48][CH2:47]1.